This data is from Forward reaction prediction with 1.9M reactions from USPTO patents (1976-2016). The task is: Predict the product of the given reaction. (1) Given the reactants Cl.[CH3:2][N:3]([CH3:8])[CH2:4][C:5](O)=[O:6].Cl.CN(C)CCCN=C=NCC.C(N(CC)CC)C.[NH2:28][C:29]1[CH:30]=[C:31]([C:35]2[C:43]3[C:38](=[CH:39][CH:40]=[C:41]([C:44]([NH2:46])=[O:45])[CH:42]=3)[N:37]([CH:47]3[CH2:52][CH2:51][CH2:50][CH2:49][O:48]3)[N:36]=2)[CH:32]=[CH:33][CH:34]=1, predict the reaction product. The product is: [CH3:2][N:3]([CH3:8])[CH2:4][C:5]([NH:28][C:29]1[CH:30]=[C:31]([C:35]2[C:43]3[C:38](=[CH:39][CH:40]=[C:41]([C:44]([NH2:46])=[O:45])[CH:42]=3)[N:37]([CH:47]3[CH2:52][CH2:51][CH2:50][CH2:49][O:48]3)[N:36]=2)[CH:32]=[CH:33][CH:34]=1)=[O:6]. (2) The product is: [Cl:1][C:2]1[CH:7]=[CH:6][CH:5]=[CH:4][C:3]=1[C:8]1[C:17]2[C:12](=[CH:13][CH:14]=[CH:15][CH:16]=2)[CH:11]=[C:10]([CH:18]=[O:19])[N:9]=1. Given the reactants [Cl:1][C:2]1[CH:7]=[CH:6][CH:5]=[CH:4][C:3]=1[C:8]1[C:17]2[C:12](=[CH:13][CH:14]=[CH:15][CH:16]=2)[CH:11]=[C:10]([C:18](O)=[O:19])[N:9]=1.ClC1C=CC=CC=1C1C2C(=CC=CC=2)C=C(C)N=1.BrN1C(=O)CCC1=O.C(OOC(=O)C1C=CC=CC=1)(=O)C1C=CC=CC=1, predict the reaction product. (3) Given the reactants [CH3:1][NH:2][C:3]([C:5]1[CH:10]=[C:9](Cl)[CH:8]=[CH:7][N:6]=1)=[O:4].[B:12]1([B:12]2[O:16][C:15]([CH3:18])([CH3:17])[C:14]([CH3:20])([CH3:19])[O:13]2)[O:16][C:15]([CH3:18])([CH3:17])[C:14]([CH3:20])([CH3:19])[O:13]1.C([O-])(=O)C.[K+], predict the reaction product. The product is: [CH3:1][NH:2][C:3](=[O:4])[C:5]1[CH:10]=[C:9]([B:12]2[O:16][C:15]([CH3:18])([CH3:17])[C:14]([CH3:20])([CH3:19])[O:13]2)[CH:8]=[CH:7][N:6]=1. (4) Given the reactants [CH3:1][C:2]1[O:6][N:5]=[C:4]([C:7]2[CH:12]=[CH:11][CH:10]=[CH:9][CH:8]=2)[C:3]=1[CH2:13][O:14][C:15]1[CH:23]=[CH:22][C:18]([C:19]([OH:21])=O)=[CH:17][N:16]=1.[NH2:24][N:25]1[CH2:30][CH2:29][O:28][CH2:27][CH2:26]1.F[B-](F)(F)F.N1(OC(N(C)C)=[N+](C)C)C2C=CC=CC=2N=N1.C(N(CC)C(C)C)(C)C, predict the reaction product. The product is: [CH3:1][C:2]1[O:6][N:5]=[C:4]([C:7]2[CH:8]=[CH:9][CH:10]=[CH:11][CH:12]=2)[C:3]=1[CH2:13][O:14][C:15]1[CH:23]=[CH:22][C:18]([C:19]([NH:24][N:25]2[CH2:30][CH2:29][O:28][CH2:27][CH2:26]2)=[O:21])=[CH:17][N:16]=1. (5) Given the reactants [C:1]1([S:7]([C@H:10]2[C@H:16]3[C@H:14]([O:15]3)[CH2:13][C@H:12]([O:17][Si:18]([C:21]([CH3:24])([CH3:23])[CH3:22])([CH3:20])[CH3:19])[C@@H:11]2[CH:25](C)C)(=[O:9])=[O:8])[CH:6]=[CH:5][CH:4]=[CH:3][CH:2]=1, predict the reaction product. The product is: [C:1]1([S:7]([C@H:10]2[C@H:16]3[C@H:14]([O:15]3)[CH2:13][C@H:12]([O:17][Si:18]([C:21]([CH3:24])([CH3:23])[CH3:22])([CH3:19])[CH3:20])[C@@H:11]2[CH3:25])(=[O:9])=[O:8])[CH:2]=[CH:3][CH:4]=[CH:5][CH:6]=1. (6) The product is: [Cl:1][C:2]1[CH:3]=[CH:4][C:5]([OH:19])=[C:6]([CH2:8][C:9]2[S:10][CH:11]=[C:12]([C:14]([OH:16])=[O:15])[N:13]=2)[CH:7]=1. Given the reactants [Cl:1][C:2]1[CH:3]=[CH:4][C:5]([O:19]CC2C=CC=CC=2)=[C:6]([CH2:8][C:9]2[S:10][CH:11]=[C:12]([C:14]([O:16]CC)=[O:15])[N:13]=2)[CH:7]=1.C[S-].[Na+].O, predict the reaction product. (7) The product is: [Cl:21][C:4]1[C:5]2[C:10](=[CH:9][CH:8]=[C:7]([O:12][CH3:13])[CH:6]=2)[CH:11]=[C:3]([Cl:16])[N:2]=1. Given the reactants O/[N:2]=[C:3]1/[C:4](=O)[C:5]2[C:10]([CH2:11]/1)=[CH:9][CH:8]=[C:7]([O:12][CH3:13])[CH:6]=2.P(Cl)(Cl)(Cl)(Cl)[Cl:16].[ClH:21], predict the reaction product.